Dataset: Drug-target binding data from BindingDB using IC50 measurements. Task: Regression. Given a target protein amino acid sequence and a drug SMILES string, predict the binding affinity score between them. We predict pIC50 (pIC50 = -log10(IC50 in M); higher means more potent). Dataset: bindingdb_ic50. (1) The compound is COC(=O)NC(Cc1ccc(N=C(N)N)cc1)P(=O)(Oc1ccc(NC(C)=O)cc1)Oc1ccc(NC(C)=O)cc1. The target protein (P20918) has sequence MDHKEVILLFLLLLKPGQGDSLDGYISTQGASLFSLTKKQLAAGGVSDCLAKCEGETDFVCRSFQYHSKEQQCVIMAENSKTSSIIRMRDVILFEKRVYLSECKTGIGNGYRGTMSRTKSGVACQKWGATFPHVPNYSPSTHPNEGLEENYCRNPDNDEQGPWCYTTDPDKRYDYCNIPECEEECMYCSGEKYEGKISKTMSGLDCQAWDSQSPHAHGYIPAKFPSKNLKMNYCRNPDGEPRPWCFTTDPTKRWEYCDIPRCTTPPPPPSPTYQCLKGRGENYRGTVSVTVSGKTCQRWSEQTPHRHNRTPENFPCKNLEENYCRNPDGETAPWCYTTDSQLRWEYCEIPSCESSASPDQSDSSVPPEEQTPVVQECYQSDGQSYRGTSSTTITGKKCQSWAAMFPHRHSKTPENFPDAGLEMNYCRNPDGDKGPWCYTTDPSVRWEYCNLKRCSETGGSVVELPTVSQEPSGPSDSETDCMYGNGKDYRGKTAVTAAGT.... The pIC50 is 5.3. (2) The small molecule is C[C@@H]1C/C=C/CCCCC(=O)Cc2cc(O)cc(O)c2C(=O)O1. The target protein (P02829) has sequence MASETFEFQAEITQLMSLIINTVYSNKEIFLRELISNASDALDKIRYKSLSDPKQLETEPDLFIRITPKPEQKVLEIRDSGIGMTKAELINNLGTIAKSGTKAFMEALSAGADVSMIGQFGVGFYSLFLVADRVQVISKSNDDEQYIWESNAGGSFTVTLDEVNERIGRGTILRLFLKDDQLEYLEEKRIKEVIKRHSEFVAYPIQLVVTKEVEKEVPIPEEEKKDEEKKDEEKKDEDDKKPKLEEVDEEEEKKPKTKKVKEEVQEIEELNKTKPLWTRNPSDITQEEYNAFYKSISNDWEDPLYVKHFSVEGQLEFRAILFIPKRAPFDLFESKKKKNNIKLYVRRVFITDEAEDLIPEWLSFVKGVVDSEDLPLNLSREMLQQNKIMKVIRKNIVKKLIEAFNEIAEDSEQFEKFYSAFSKNIKLGVHEDTQNRAALAKLLRYNSTKSVDELTSLTDYVTRMPEHQKNIYYITGESLKAVEKSPFLDALKAKNFEVLF.... The pIC50 is 5.5. (3) The drug is O=c1[nH]c(OCCCOc2ccccc2Cl)nc2ncccc12. The target protein (P49019) has sequence MNRHHLQDHFLEIDKKNCCVFRDDFIAKVLPPVLGLEFIFGLLGNGLALWIFCFHLKSWKSSRIFLFNLAVADFLLIICLPFVMDYYVRRSDWKFGDIPCRLVLFMFAMNRQGSIIFLTVVAVDRYFRVVHPHHALNKISNWTAAIISCLLWGITVGLTVHLLKKKLLIQNGTANVCISFSICHTFRWHEAMFLLEFFLPLGIILFCSARIIWSLRQRQMDRHAKIKRAITFIMVVAIVFVICFLPSVVVRIHIFWLLHTSGTQNCEVYRSVDLAFFITLSFTYMNSMLDPVVYYFSSPSFPNFFSTLINRCLQRKITGEPDNNRSTSVELTGDPNKTRGAPEALIANSGEPWSPSYLGPTSNNHSKKGHCHQEPASLEKQLGCCIE. The pIC50 is 4.5. (4) The compound is Cc1[nH]n(-c2ccccc2)c(=O)c1C1(C(F)(F)F)C(=O)N(c2ccccc2)C2=C1C(=O)CC(C)(C)C2. The target protein (Q9HB03) has sequence MVTAMNVSHEVNQLFQPYNFELSKDMRPFFEEYWATSFPIALIYLVLIAVGQNYMKERKGFNLQGPLILWSFCLAIFSILGAVRMWGIMGTVLLTGGLKQTVCFINFIDNSTVKFWSWVFLLSKVIELGDTAFIILRKRPLIFIHWYHHSTVLVYTSFGYKNKVPAGGWFVTMNFGVHAIMYTYYTLKAANVKPPKMLPMLITSLQILQMFVGAIVSILTYIWRQDQGCHTTMEHLFWSFILYMTYFILFAHFFCQTYIRPKVKAKTKSQ. The pIC50 is 8.0. (5) The small molecule is CCC[C@H](NC(=O)/C(C#N)=C/c1cccc(Br)n1)c1ccccc1. The target protein (Q93008) has sequence MTATTRGSPVGGNDNQGQAPDGQSQPPLQQNQTSSPDSSNENSPATPPDEQGQGDAPPQLEDEEPAFPHTDLAKLDDMINRPRWVVPVLPKGELEVLLEAAIDLSKKGLDVKSEACQRFFRDGLTISFTKILTDEAVSGWKFEIHRCIINNTHRLVELCVAKLSQDWFPLLELLAMALNPHCKFHIYNGTRPCESVSSSVQLPEDELFARSPDPRSPKGWLVDLLNKFGTLNGFQILHDRFINGSALNVQIIAALIKPFGQCYEFLTLHTVKKYFLPIIEMVPQFLENLTDEELKKEAKNEAKNDALSMIIKSLKNLASRVPGQEETVKNLEIFRLKMILRLLQISSFNGKMNALNEVNKVISSVSYYTHRHGNPEEEEWLTAERMAEWIQQNNILSIVLRDSLHQPQYVEKLEKILRFVIKEKALTLQDLDNIWAAQAGKHEAIVKNVHDLLAKLAWDFSPEQLDHLFDCFKASWTNASKKQREKLLELIRRLAEDDKD.... The pIC50 is 5.2. (6) The compound is CN1CCN(c2ccccc2-c2ncc3c(n2)N(CCCN2CCOCC2)CC3)CC1. The target protein (Q9NR96) has sequence MGFCRSALHPLSLLVQAIMLAMTLALGTLPAFLPCELQPHGLVNCNWLFLKSVPHFSMAAPRGNVTSLSLSSNRIHHLHDSDFAHLPSLRHLNLKWNCPPVGLSPMHFPCHMTIEPSTFLAVPTLEELNLSYNNIMTVPALPKSLISLSLSHTNILMLDSASLAGLHALRFLFMDGNCYYKNPCRQALEVAPGALLGLGNLTHLSLKYNNLTVVPRNLPSSLEYLLLSYNRIVKLAPEDLANLTALRVLDVGGNCRRCDHAPNPCMECPRHFPQLHPDTFSHLSRLEGLVLKDSSLSWLNASWFRGLGNLRVLDLSENFLYKCITKTKAFQGLTQLRKLNLSFNYQKRVSFAHLSLAPSFGSLVALKELDMHGIFFRSLDETTLRPLARLPMLQTLRLQMNFINQAQLGIFRAFPGLRYVDLSDNRISGASELTATMGEADGGEKVWLQPGDLAPAPVDTPSSEDFRPNCSTLNFTLDLSRNNLVTVQPEMFAQLSHLQC.... The pIC50 is 7.2. (7) The drug is c1ccc(OCc2ccc(-c3nc4cccnc4[nH]3)cc2)cc1. The target protein (O14744) has sequence MAAMAVGGAGGSRVSSGRDLNCVPEIADTLGAVAKQGFDFLCMPVFHPRFKREFIQEPAKNRPGPQTRSDLLLSGRDWNTLIVGKLSPWIRPDSKVEKIRRNSEAAMLQELNFGAYLGLPAFLLPLNQEDNTNLARVLTNHIHTGHHSSMFWMRVPLVAPEDLRDDIIENAPTTHTEEYSGEEKTWMWWHNFRTLCDYSKRIAVALEIGADLPSNHVIDRWLGEPIKAAILPTSIFLTNKKGFPVLSKMHQRLIFRLLKLEVQFIITGTNHHSEKEFCSYLQYLEYLSQNRPPPNAYELFAKGYEDYLQSPLQPLMDNLESQTYEVFEKDPIKYSQYQQAIYKCLLDRVPEEEKDTNVQVLMVLGAGRGPLVNASLRAAKQADRRIKLYAVEKNPNAVVTLENWQFEEWGSQVTVVSSDMREWVAPEKADIIVSELLGSFADNELSPECLDGAQHFLKDDGVSIPGEYTSFLAPISSSKLYNEVRACREKDRDPEAQFEM.... The pIC50 is 5.8. (8) The small molecule is COc1ccc2c(c1)c1oc(C(C)C)cc1c(=O)n2C. The target protein (P16390) has sequence MTVVPGDHLLEPEAAGGGGGDPPQGGCGSGGGGGGCDRYEPLPPALPAAGEQDCCGERVVINISGLRFETQLKTLCQFPETLLGDPKRRMRYFDPLRNEYFFDRNRPSFDAILYYYQSGGRIRRPVNVPIDIFSEEIRFYQLGEEAMEKFREDEGFLREEERPLPRRDFQRQVWLLFEYPESSGPARGIAIVSVLVILISIVIFCLETLPEFRDEKDYPASPSQDVFEAANNSTSGAPSGASSFSDPFFVVETLCIIWFSFELLVRFFACPSKATFSRNIMNLIDIVAIIPYFITLGTELAERQGNGQQAMSLAILRVIRLVRVFRIFKLSRHSKGLQILGQTLKASMRELGLLIFFLFIGVILFSSAVYFAEADDPSSGFNSIPDAFWWAVVTMTTVGYGDMHPVTIGGKIVGSLCAIAGVLTIALPVPVIVSNFNYFYHRETEGEEQAQYMHVGSCQHLSSSAEELRKARSNSTLSKSEYMVIEEGGMNHSAFPQTPF.... The pIC50 is 5.3.